Dataset: Forward reaction prediction with 1.9M reactions from USPTO patents (1976-2016). Task: Predict the product of the given reaction. (1) Given the reactants [F:1][C:2]([F:30])([F:29])[C:3]1[CH:28]=[CH:27][C:6]([O:7][CH2:8][CH2:9][CH2:10][O:11][C:12]2[CH:17]=[CH:16][C:15]([CH:18]([C:24]#[C:25][CH3:26])[CH2:19][C:20]([O:22]C)=[O:21])=[CH:14][CH:13]=2)=[CH:5][CH:4]=1.Cl.O, predict the reaction product. The product is: [F:1][C:2]([F:29])([F:30])[C:3]1[CH:4]=[CH:5][C:6]([O:7][CH2:8][CH2:9][CH2:10][O:11][C:12]2[CH:17]=[CH:16][C:15]([CH:18]([C:24]#[C:25][CH3:26])[CH2:19][C:20]([OH:22])=[O:21])=[CH:14][CH:13]=2)=[CH:27][CH:28]=1. (2) Given the reactants [CH3:1]C1C=CC(C2C=NN(C)C=2)=C(C=1)C(OC)=O.Br[C:19]1[CH:28]=[CH:27][CH:26]=[C:25]2[C:20]=1[CH:21]=[N:22][C:23]([NH:29][CH2:30][C@@H:31]1[C@H:36]([CH3:37])[CH2:35][CH2:34][CH2:33][N:32]1[C:38]([C:40]1[CH:45]=[C:44]([CH3:46])[CH:43]=[CH:42][C:41]=1[N:47]1[N:51]=[CH:50][CH:49]=[N:48]1)=[O:39])=[N:24]2.CB1OB(C)OB(C)O1, predict the reaction product. The product is: [CH3:37][C@@H:36]1[CH2:35][CH2:34][CH2:33][N:32]([C:38]([C:40]2[CH:45]=[C:44]([CH3:46])[CH:43]=[CH:42][C:41]=2[N:47]2[N:51]=[CH:50][CH:49]=[N:48]2)=[O:39])[C@@H:31]1[CH2:30][NH:29][C:23]1[N:22]=[CH:21][C:20]2[C:25](=[CH:26][CH:27]=[CH:28][C:19]=2[CH3:1])[N:24]=1. (3) Given the reactants Cl[C:2]1[N:7]=[N:6][C:5]([N:8]2[C:16]3[C:11](=[CH:12][CH:13]=[CH:14][CH:15]=3)[CH2:10][C@H:9]2[C:17]([OH:19])=[O:18])=[CH:4][CH:3]=1.S(OC)(O[CH3:24])(=O)=O.[OH-:27].[Na+].Cl, predict the reaction product. The product is: [CH3:24][N:7]1[C:2](=[O:27])[CH:3]=[CH:4][C:5]([N:8]2[C:16]3[C:11](=[CH:12][CH:13]=[CH:14][CH:15]=3)[CH2:10][C@H:9]2[C:17]([OH:19])=[O:18])=[N:6]1. (4) Given the reactants [CH2:1]([N:24]1[C:32](=[O:33])[C:31]2[N:30](CC=C)[C:29]([Cl:37])=[N:28][C:27]=2[N:26]([CH2:38][CH2:39][CH2:40][CH3:41])[C:25]1=[O:42])[CH2:2][CH2:3][CH2:4]N1C(=O)C2N(CC=C)C(Cl)=NC=2N(CCCC)C1=O.C(=O)([O-])[O-].[K+].[K+].ClCCCC[CH2:54][C:55]1[S:56][C:57]2[CH:63]=[CH:62][CH:61]=[CH:60][C:58]=2[N:59]=1.N1CCOCC1, predict the reaction product. The product is: [S:56]1[C:57]2[CH:63]=[CH:62][CH:61]=[CH:60][C:58]=2[N:59]=[C:55]1[CH2:54][CH2:4][CH2:3][CH2:2][CH2:1][N:24]1[C:32](=[O:33])[C:31]2[NH:30][C:29]([Cl:37])=[N:28][C:27]=2[N:26]([CH2:38][CH2:39][CH2:40][CH3:41])[C:25]1=[O:42]. (5) The product is: [CH:16]1([C@@H:19]([C:21]2[CH:26]=[CH:25][CH:24]=[CH:23][N:22]=2)[NH:20][C:12]([C:3]2[CH:4]=[C:5]3[C:9](=[CH:10][C:2]=2[F:1])[NH:8][N:7]=[C:6]3[I:11])=[O:14])[CH2:17][CH2:18]1. Given the reactants [F:1][C:2]1[CH:10]=[C:9]2[C:5]([C:6]([I:11])=[N:7][NH:8]2)=[CH:4][C:3]=1[C:12]([OH:14])=O.Cl.[CH:16]1([C@@H:19]([C:21]2[CH:26]=[CH:25][CH:24]=[CH:23][N:22]=2)[NH2:20])[CH2:18][CH2:17]1.C1N(P(Cl)(N2C(=O)OCC2)=O)C(=O)OC1.CCN(C(C)C)C(C)C, predict the reaction product. (6) The product is: [NH:11]1[CH:12]=[C:8]([C:21]2[NH:20][C:28]3[C:23]([CH:22]=2)=[CH:24][CH:25]=[CH:26][CH:27]=3)[N:9]=[CH:10]1. Given the reactants C([O-])([O-])=O.[Na+].[Na+].I[C:8]1[N:9]=[CH:10][NH:11][CH:12]=1.C(OC([N:20]1[C:28]2[C:23](=[CH:24][CH:25]=[CH:26][CH:27]=2)[CH:22]=[C:21]1B(O)O)=O)(C)(C)C, predict the reaction product.